Dataset: Full USPTO retrosynthesis dataset with 1.9M reactions from patents (1976-2016). Task: Predict the reactants needed to synthesize the given product. (1) Given the product [OH:8][C:5]1[CH:6]=[CH:7][C:2]([N:12]2[CH2:13][CH2:14][C:10]([CH3:16])([CH3:9])[C:11]2=[O:15])=[CH:3][CH:4]=1, predict the reactants needed to synthesize it. The reactants are: I[C:2]1[CH:7]=[CH:6][C:5]([OH:8])=[CH:4][CH:3]=1.[CH3:9][C:10]1([CH3:16])[CH2:14][CH2:13][NH:12][C:11]1=[O:15].C([O-])([O-])=O.[K+].[K+].CNCCNC. (2) Given the product [Br:1][C:2]1[CH:9]=[CH:8][C:5]([CH2:6][NH:7][C:12]([NH:14][C:15]2[CH:16]=[CH:17][CH:18]=[C:19]3[C:24]=2[CH:23]=[N:22][CH:21]=[CH:20]3)=[O:13])=[CH:4][CH:3]=1, predict the reactants needed to synthesize it. The reactants are: [Br:1][C:2]1[CH:9]=[CH:8][C:5]([CH2:6][NH2:7])=[CH:4][CH:3]=1.ClC(Cl)(Cl)[C:12]([NH:14][C:15]1[CH:16]=[CH:17][CH:18]=[C:19]2[C:24]=1[CH:23]=[N:22][CH:21]=[CH:20]2)=[O:13].C1CCN2C(=NCCC2)CC1. (3) Given the product [Cl:10][CH2:11][CH:12]1[O:15][C:3]2=[CH:4][S:5][CH:6]=[C:7]2[O:14][CH2:13]1, predict the reactants needed to synthesize it. The reactants are: CO[C:3]1[CH:7]=[CH:6][S:5][C:4]=1OC.[Cl:10][CH2:11][CH:12]([OH:15])[CH2:13][OH:14].C1(C)C=CC(S(O)(=O)=O)=CC=1. (4) The reactants are: [NH2:1][C:2]1[CH:31]=[CH:30][C:5]([CH2:6][C:7]2[NH:15][C:14]3[C:13](=[O:16])[N:12]([CH2:17][C:18]4[CH:23]=[CH:22][CH:21]=[CH:20][C:19]=4[F:24])[C:11](=[O:25])[N:10]([CH2:26][CH2:27][CH2:28][CH3:29])[C:9]=3[N:8]=2)=[CH:4][CH:3]=1.[Cl:32][C:33]1[CH:38]=[C:37]([Cl:39])[C:36]([CH3:40])=[CH:35][C:34]=1[S:41](Cl)(=[O:43])=[O:42]. Given the product [CH2:26]([N:10]1[C:9]2[N:8]=[C:7]([CH2:6][C:5]3[CH:4]=[CH:3][C:2]([NH:1][S:41]([C:34]4[CH:35]=[C:36]([CH3:40])[C:37]([Cl:39])=[CH:38][C:33]=4[Cl:32])(=[O:43])=[O:42])=[CH:31][CH:30]=3)[NH:15][C:14]=2[C:13](=[O:16])[N:12]([CH2:17][C:18]2[CH:23]=[CH:22][CH:21]=[CH:20][C:19]=2[F:24])[C:11]1=[O:25])[CH2:27][CH2:28][CH3:29], predict the reactants needed to synthesize it. (5) Given the product [CH3:17][O:16][C:14](=[O:15])[CH2:13][CH:5]1[CH2:4][C:3]2[C:7](=[CH:8][CH:9]=[CH:10][C:2]=2[Br:1])[C:6]1=[O:11], predict the reactants needed to synthesize it. The reactants are: [Br:1][C:2]1[CH:10]=[CH:9][CH:8]=[C:7]2[C:3]=1[CH2:4][CH2:5][C:6]2=[O:11].Br[CH2:13][C:14]([O:16][CH2:17]C)=[O:15]. (6) Given the product [Br:11][C:8]1[CH:7]=[CH:6][C:5]([OH:10])=[C:4]([CH:1]([CH3:3])[CH3:2])[CH:9]=1, predict the reactants needed to synthesize it. The reactants are: [CH:1]([C:4]1[CH:9]=[CH:8][CH:7]=[CH:6][C:5]=1[OH:10])([CH3:3])[CH3:2].[Br-:11].[Br-].O1CCOCC1.